Dataset: Forward reaction prediction with 1.9M reactions from USPTO patents (1976-2016). Task: Predict the product of the given reaction. (1) Given the reactants [OH:1][C@H:2]1[C@H:7]([CH2:8][NH:9][CH2:10][C:11]2[CH:16]=[CH:15][CH:14]=[CH:13][CH:12]=2)[CH2:6][CH2:5][N:4]([C:17]([O:19][C:20]([CH3:23])([CH3:22])[CH3:21])=[O:18])[CH2:3]1.[CH:24](=O)[C:25]1[CH:30]=[CH:29][CH:28]=[CH:27][CH:26]=1.S1C=CC=C1, predict the reaction product. The product is: [C:11]1([CH2:10][N:9]([CH2:8][C@@H:7]2[CH2:6][CH2:5][N:4]([C:17]([O:19][C:20]([CH3:23])([CH3:22])[CH3:21])=[O:18])[CH2:3][C@H:2]2[OH:1])[CH2:24][C:25]2[CH:30]=[CH:29][CH:28]=[CH:27][CH:26]=2)[CH:16]=[CH:15][CH:14]=[CH:13][CH:12]=1. (2) Given the reactants Br[C:2]1[CH:3]=[C:4]([Cl:23])[C:5]([CH2:8][CH2:9][NH:10][C:11](=[O:22])[C:12]2[CH:17]=[CH:16][CH:15]=[CH:14][C:13]=2[C:18]([F:21])([F:20])[F:19])=[N:6][CH:7]=1.[Cl:24][C:25]1[CH:30]=[CH:29][C:28](B(O)O)=[CH:27][CH:26]=1.C(=O)([O-])[O-].[Cs+].[Cs+], predict the reaction product. The product is: [Cl:23][C:4]1[C:5]([CH2:8][CH2:9][NH:10][C:11](=[O:22])[C:12]2[CH:17]=[CH:16][CH:15]=[CH:14][C:13]=2[C:18]([F:21])([F:20])[F:19])=[N:6][CH:7]=[C:2]([C:28]2[CH:29]=[CH:30][C:25]([Cl:24])=[CH:26][CH:27]=2)[CH:3]=1. (3) Given the reactants [C:1]([O:4][CH2:5][CH2:6][CH2:7][NH:8][C:9]1[C:18]2[C:13](=[CH:14][C:15]([Br:19])=[CH:16][CH:17]=2)[N:12]=[CH:11][C:10]=1[NH2:20])(=[O:3])[CH3:2].O1CCCC1.[C:26](N1C=CN=C1)(N1C=CN=C1)=[S:27], predict the reaction product. The product is: [C:1]([O:4][CH2:5][CH2:6][CH2:7][N:8]1[C:9]2[C:18]3[CH:17]=[CH:16][C:15]([Br:19])=[CH:14][C:13]=3[N:12]=[CH:11][C:10]=2[NH:20][C:26]1=[S:27])(=[O:3])[CH3:2]. (4) Given the reactants [F:1][C:2]1[CH:18]=[C:17]([N+:19]([O-])=O)[CH:16]=[CH:15][C:3]=1[O:4][C:5]1[CH:10]=[CH:9][N:8]=[C:7]2[CH:11]=[C:12]([I:14])[S:13][C:6]=12.[NH4+].[Cl-].CCO.O.[CH3:28][C:29]([O:32][C:33](O[C:33]([O:32][C:29]([CH3:31])([CH3:30])[CH3:28])=[O:34])=[O:34])([CH3:31])[CH3:30], predict the reaction product. The product is: [F:1][C:2]1[CH:18]=[C:17]([NH:19][C:33](=[O:34])[O:32][C:29]([CH3:31])([CH3:30])[CH3:28])[CH:16]=[CH:15][C:3]=1[O:4][C:5]1[CH:10]=[CH:9][N:8]=[C:7]2[CH:11]=[C:12]([I:14])[S:13][C:6]=12. (5) The product is: [F:22][C:19]1[CH:18]=[CH:17][C:16]([CH:13]2[C:14]3[CH:15]=[C:2]([C:61](=[O:65])[CH3:62])[C:3]4[C:8](=[N:7][CH:6]=[CH:5][CH:4]=4)[C:9]=3[NH:10][S:11](=[O:24])(=[O:25])[N:12]2[CH3:23])=[CH:21][CH:20]=1. Given the reactants Br[C:2]1[C:3]2[C:8]([C:9]3[NH:10][S:11](=[O:25])(=[O:24])[N:12]([CH3:23])[CH:13]([C:16]4[CH:21]=[CH:20][C:19]([F:22])=[CH:18][CH:17]=4)[C:14]=3[CH:15]=1)=[N:7][CH:6]=[CH:5][CH:4]=2.C1(P(C2C=CC=CC=2)CCCP(C2C=CC=CC=2)C2C=CC=CC=2)C=CC=CC=1.C([O-])([O-])=O.[K+].[K+].[CH2:61]([O:65]C=C)[CH2:62]CC.Cl, predict the reaction product. (6) Given the reactants Br[C:2]1[CH:7]=[CH:6][C:5]([S:8]([NH:11][C:12]2[S:13][CH:14]=[CH:15][N:16]=2)(=[O:10])=[O:9])=[C:4]([C:17]#[N:18])[CH:3]=1.CC(C)([O-])C.[Na+].[CH3:25][C:26]1([CH3:66])[C:39]2C=CC=C(P(C3C=CC=CC=3)C3C=CC=CC=3)[C:34]=2OC2[C:27]1=CC=CC=2P(C1C=CC=CC=1)C1C=CC=CC=1.[NH2:67][C:68]1[S:69]C=C(C2C=CC(Cl)=CC=2)[N:72]=1.O1CCOCC1, predict the reaction product. The product is: [C:26]([C:39]1[N:67]=[C:68]([NH:72][C:2]2[CH:7]=[CH:6][C:5]([S:8]([NH:11][C:12]3[S:13][CH:14]=[CH:15][N:16]=3)(=[O:10])=[O:9])=[C:4]([C:17]#[N:18])[CH:3]=2)[S:69][CH:34]=1)([CH3:66])([CH3:27])[CH3:25].